The task is: Predict which catalyst facilitates the given reaction.. This data is from Catalyst prediction with 721,799 reactions and 888 catalyst types from USPTO. (1) Reactant: [CH:1]1([C:4]2[CH:5]=[CH:6][C:7]([NH:14][C:15]3[CH:31]=[CH:30][C:18]4[N:19]([C:24]5[CH:29]=[CH:28][CH:27]=[CH:26][CH:25]=5)[C:20](=[O:23])[N:21]([CH3:22])[C:17]=4[CH:16]=3)=[C:8]([CH:13]=2)[C:9]([O:11]C)=[O:10])[CH2:3][CH2:2]1.[OH-].[Na+].O.Cl. Product: [CH:1]1([C:4]2[CH:5]=[CH:6][C:7]([NH:14][C:15]3[CH:31]=[CH:30][C:18]4[N:19]([C:24]5[CH:29]=[CH:28][CH:27]=[CH:26][CH:25]=5)[C:20](=[O:23])[N:21]([CH3:22])[C:17]=4[CH:16]=3)=[C:8]([CH:13]=2)[C:9]([OH:11])=[O:10])[CH2:3][CH2:2]1. The catalyst class is: 8. (2) Reactant: [F:1][C:2]1[C:11]([CH3:12])=[C:10]2[C:5]([CH:6]=[CH:7][C:8](=[O:13])[NH:9]2)=[CH:4][CH:3]=1.[CH3:14]C(C)([O-])C.[K+].CI.O. Product: [F:1][C:2]1[C:11]([CH3:12])=[C:10]2[C:5]([CH:6]=[CH:7][C:8]([O:13][CH3:14])=[N:9]2)=[CH:4][CH:3]=1. The catalyst class is: 16.